This data is from Forward reaction prediction with 1.9M reactions from USPTO patents (1976-2016). The task is: Predict the product of the given reaction. (1) Given the reactants [CH3:1][C@@H:2]1[CH2:7][CH2:6][CH2:5][NH:4][C@@H:3]1[CH2:8][N:9]1[C:17](=[O:18])[C:16]2[C:11](=[CH:12][CH:13]=[CH:14][CH:15]=2)[C:10]1=[O:19].[F:20][C:21]1[CH:29]=[CH:28][CH:27]=[C:26]([I:30])[C:22]=1[C:23](O)=[O:24].CCN(C(C)C)C(C)C.CN(C(ON1N=NC2C=CC=NC1=2)=[N+](C)C)C.F[P-](F)(F)(F)(F)F, predict the reaction product. The product is: [F:20][C:21]1[CH:29]=[CH:28][CH:27]=[C:26]([I:30])[C:22]=1[C:23]([N:4]1[CH2:5][CH2:6][CH2:7][C@@H:2]([CH3:1])[C@H:3]1[CH2:8][N:9]1[C:17](=[O:18])[C:16]2[C:11](=[CH:12][CH:13]=[CH:14][CH:15]=2)[C:10]1=[O:19])=[O:24]. (2) Given the reactants [N:1]1[CH:2]=[CH:3][N:4]2[C:9]=1[CH:8]=[CH:7][C:6]([C:10]1[CH:20]=[CH:19][C:13]([C:14]([O:16][CH2:17][CH3:18])=[O:15])=[CH:12][CH:11]=1)=[N:5]2.C1C(=O)N([I:28])C(=O)C1, predict the reaction product. The product is: [I:28][C:3]1[N:4]2[N:5]=[C:6]([C:10]3[CH:20]=[CH:19][C:13]([C:14]([O:16][CH2:17][CH3:18])=[O:15])=[CH:12][CH:11]=3)[CH:7]=[CH:8][C:9]2=[N:1][CH:2]=1. (3) The product is: [N:1]12[CH2:8][CH2:7][C:4]([CH2:9][C:10]#[N:13])([CH2:5][CH2:6]1)[CH2:3][CH2:2]2. Given the reactants [N:1]12[CH2:8][CH2:7][C:4]([CH2:9][C:10](Cl)=O)([CH2:5][CH2:6]1)[CH2:3][CH2:2]2.[N:13]12CCC(CO)(CC1)CC2.S([O-])(=O)(=O)C.[C-]#N.[Na+], predict the reaction product.